This data is from Forward reaction prediction with 1.9M reactions from USPTO patents (1976-2016). The task is: Predict the product of the given reaction. (1) Given the reactants [H-].[Al+3].[Li+].[H-].[H-].[H-].[C:7]1(=O)[C@@H:15]2[C@@H:10]([CH2:11][CH:12]=[CH:13][CH2:14]2)[C:9](=O)[NH:8]1, predict the reaction product. The product is: [CH2:7]1[C@@H:15]2[C@@H:10]([CH2:11][CH:12]=[CH:13][CH2:14]2)[CH2:9][NH:8]1. (2) Given the reactants Br[C:2]1[CH:3]=[C:4]([N:8]2[C:16]3[CH:15]=[C:14]([O:17][CH3:18])[N:13]=[CH:12][C:11]=3[C:10]([C:19]([NH2:21])=[O:20])=[N:9]2)[CH:5]=[CH:6][CH:7]=1.[C:22]([C@:24]1([OH:31])[CH2:28][CH2:27][N:26]([CH3:29])[C:25]1=[O:30])#[CH:23], predict the reaction product. The product is: [OH:31][C@@:24]1([C:22]#[C:23][C:2]2[CH:3]=[C:4]([N:8]3[C:16]4[CH:15]=[C:14]([O:17][CH3:18])[N:13]=[CH:12][C:11]=4[C:10]([C:19]([NH2:21])=[O:20])=[N:9]3)[CH:5]=[CH:6][CH:7]=2)[CH2:28][CH2:27][N:26]([CH3:29])[C:25]1=[O:30]. (3) Given the reactants C([O:8][C:9]1[C:14]([C:15]([CH3:18])([CH3:17])[CH3:16])=[CH:13][CH:12]=[CH:11][C:10]=1[C:19]([C:21]1[CH:22]=[C:23]([C:27]2[CH:32]=[CH:31][CH:30]=[CH:29][N:28]=2)[CH:24]=[CH:25][CH:26]=1)=[CH2:20])C1C=CC=CC=1, predict the reaction product. The product is: [C:15]([C:14]1[CH:13]=[CH:12][CH:11]=[C:10]([CH:19]([C:21]2[CH:26]=[CH:25][CH:24]=[C:23]([C:27]3[CH:32]=[CH:31][CH:30]=[CH:29][N:28]=3)[CH:22]=2)[CH3:20])[C:9]=1[OH:8])([CH3:16])([CH3:17])[CH3:18]. (4) Given the reactants [CH3:1][C:2]1[CH:3]=[C:4]([CH:26]=[CH:27][C:28]=1[OH:29])[NH:5][C:6]1[C:15]2[C:10](=[CH:11][C:12]([O:24][CH3:25])=[CH:13][C:14]=2[O:16][CH:17]2[CH2:22][CH2:21][N:20]([CH3:23])[CH2:19][CH2:18]2)[N:9]=[CH:8][N:7]=1.[F:30][C:31]1[CH:32]=[C:33]([CH:36]=[CH:37][CH:38]=1)[CH2:34]Cl, predict the reaction product. The product is: [F:30][C:31]1[CH:32]=[C:33]([CH:36]=[CH:37][CH:38]=1)[CH2:34][O:29][C:28]1[CH:27]=[CH:26][C:4]([NH:5][C:6]2[C:15]3[C:10](=[CH:11][C:12]([O:24][CH3:25])=[CH:13][C:14]=3[O:16][CH:17]3[CH2:22][CH2:21][N:20]([CH3:23])[CH2:19][CH2:18]3)[N:9]=[CH:8][N:7]=2)=[CH:3][C:2]=1[CH3:1]. (5) Given the reactants [Cl:1][C:2]1[C:10]2[N:9]=[C:8]3[N:11]([C:15]4[C:20]([Cl:21])=[CH:19][C:18]([Cl:22])=[CH:17][C:16]=4[Cl:23])[CH2:12][CH2:13][CH2:14][N:7]3[C:6]=2[C:5]([CH:24]([NH2:29])[C:25]([F:28])([F:27])[F:26])=[CH:4][CH:3]=1.C(N(CC)CC)C.[F:37][C:38]([F:45])([F:44])[CH2:39][S:40](Cl)(=[O:42])=[O:41], predict the reaction product. The product is: [Cl:1][C:2]1[C:10]2[N:9]=[C:8]3[N:11]([C:15]4[C:20]([Cl:21])=[CH:19][C:18]([Cl:22])=[CH:17][C:16]=4[Cl:23])[CH2:12][CH2:13][CH2:14][N:7]3[C:6]=2[C:5]([CH:24]([NH:29][S:40]([CH2:39][C:38]([F:45])([F:44])[F:37])(=[O:42])=[O:41])[C:25]([F:26])([F:27])[F:28])=[CH:4][CH:3]=1. (6) Given the reactants [Br:1][C:2]1[C:3]([N:24]2[CH2:29][CH2:28][CH2:27][C@@H:26]([NH:30]C(=O)OC(C)(C)C)[CH2:25]2)=[C:4]2[C:10]([NH:11][C:12]([C:14]3[CH:23]=[N:22][C:21]4[C:16](=[CH:17][CH:18]=[CH:19][CH:20]=4)[N:15]=3)=[O:13])=[CH:9][NH:8][C:5]2=[N:6][CH:7]=1.C(O)(C(F)(F)F)=O.C(Cl)[Cl:46], predict the reaction product. The product is: [ClH:46].[NH2:30][C@@H:26]1[CH2:27][CH2:28][CH2:29][N:24]([C:3]2[C:2]([Br:1])=[CH:7][N:6]=[C:5]3[NH:8][CH:9]=[C:10]([NH:11][C:12]([C:14]4[CH:23]=[N:22][C:21]5[C:16](=[CH:17][CH:18]=[CH:19][CH:20]=5)[N:15]=4)=[O:13])[C:4]=23)[CH2:25]1. (7) Given the reactants [NH:1]1[CH2:6][CH2:5][CH2:4][C@@H:3]([NH:7][C:8]([C:10]2[N:17]3[C:13]([S:14][CH:15]=[CH:16]3)=[N:12][C:11]=2[CH3:18])=[O:9])[CH2:2]1.[Cl:19][C:20]1[CH:21]=[C:22]([C:26]2[C:27]([C:32](O)=[O:33])=[CH:28][CH:29]=[CH:30][CH:31]=2)[CH:23]=[CH:24][CH:25]=1, predict the reaction product. The product is: [Cl:19][C:20]1[CH:21]=[C:22]([C:26]2[C:27]([C:32]([N:1]3[CH2:6][CH2:5][CH2:4][C@@H:3]([NH:7][C:8]([C:10]4[N:17]5[C:13]([S:14][CH:15]=[CH:16]5)=[N:12][C:11]=4[CH3:18])=[O:9])[CH2:2]3)=[O:33])=[CH:28][CH:29]=[CH:30][CH:31]=2)[CH:23]=[CH:24][CH:25]=1.